Dataset: Full USPTO retrosynthesis dataset with 1.9M reactions from patents (1976-2016). Task: Predict the reactants needed to synthesize the given product. (1) Given the product [F:40][C:31]([F:30])([F:39])[C:32]1[CH:33]=[C:34]([S:38][CH2:6][C@@H:7]2[CH2:8][CH2:9][C@H:10]([NH:13][C:14](=[O:15])[O:16][C:17]([CH3:18])([CH3:19])[CH3:20])[CH2:11][CH2:12]2)[CH:35]=[CH:36][CH:37]=1, predict the reactants needed to synthesize it. The reactants are: CS(O[CH2:6][C@H:7]1[CH2:12][CH2:11][C@@H:10]([NH:13][C:14]([O:16][C:17]([CH3:20])([CH3:19])[CH3:18])=[O:15])[CH2:9][CH2:8]1)(=O)=O.CCN(C(C)C)C(C)C.[F:30][C:31]([F:40])([F:39])[C:32]1[CH:33]=[C:34]([SH:38])[CH:35]=[CH:36][CH:37]=1. (2) Given the product [CH3:1][C:2]1[C:3]([C:20]2[CH:25]=[CH:24][CH:23]=[C:22]([C:26]([F:29])([F:28])[F:27])[CH:21]=2)=[N:4][C:5]2[C:10]([C:11]=1[C:12]([O:14][CH3:15])=[O:13])=[CH:9][C:8]([S:47]([CH3:31])(=[O:50])=[O:46])=[C:7]([O:18][CH3:19])[CH:6]=2, predict the reactants needed to synthesize it. The reactants are: [CH3:1][C:2]1[C:3]([C:20]2[CH:25]=[CH:24][CH:23]=[C:22]([C:26]([F:29])([F:28])[F:27])[CH:21]=2)=[N:4][C:5]2[C:10]([C:11]=1[C:12]([O:14][CH3:15])=[O:13])=[CH:9][C:8](SC)=[C:7]([O:18][CH3:19])[CH:6]=2.Cl[C:31]1C=C(C=CC=1)C(OO)=O.C([O-])(O)=O.[Na+].[O-:46][S:47]([O-:50])(=S)=O.[Na+].[Na+].